From a dataset of TCR-epitope binding with 47,182 pairs between 192 epitopes and 23,139 TCRs. Binary Classification. Given a T-cell receptor sequence (or CDR3 region) and an epitope sequence, predict whether binding occurs between them. (1) The epitope is GILGFVFTL. The TCR CDR3 sequence is CASSFMGQGGSYTF. Result: 1 (the TCR binds to the epitope). (2) The epitope is IPRRNVATL. The TCR CDR3 sequence is CASSQVTRGGYNEQFF. Result: 0 (the TCR does not bind to the epitope).